Dataset: Full USPTO retrosynthesis dataset with 1.9M reactions from patents (1976-2016). Task: Predict the reactants needed to synthesize the given product. (1) Given the product [Cl:18][C:19]1[CH:20]=[C:21]2[CH2:32][C@@H:31]([CH2:33][C:34]([N:14]3[CH2:13][CH2:12][C:11]([C:4]4[CH:3]=[C:2]([Cl:1])[N:7]=[C:6]5[NH:8][CH:9]=[CH:10][C:5]=45)([OH:17])[CH2:16][CH2:15]3)=[O:35])[C:30](=[O:37])[N:29]([CH2:38][C:39]([CH3:42])([CH3:41])[CH3:40])[CH2:28][C:22]2=[C:23]2[C:27]=1[NH:26][CH:25]=[CH:24]2, predict the reactants needed to synthesize it. The reactants are: [Cl:1][C:2]1[N:7]=[C:6]2[NH:8][CH:9]=[CH:10][C:5]2=[C:4]([C:11]2([OH:17])[CH2:16][CH2:15][NH:14][CH2:13][CH2:12]2)[CH:3]=1.[Cl:18][C:19]1[CH:20]=[C:21]2[CH2:32][C@@H:31]([CH2:33][C:34](O)=[O:35])[C:30](=[O:37])[N:29]([CH2:38][C:39]([CH3:42])([CH3:41])[CH3:40])[CH2:28][C:22]2=[C:23]2[C:27]=1[NH:26][CH:25]=[CH:24]2.C(Cl)CCl.C1C=CC2N(O)N=NC=2C=1.C(N(C(C)C)CC)(C)C. (2) Given the product [Cl:1][C:2]1[CH:3]=[CH:4][C:5]([NH2:21])=[C:6]([C:8]2[CH:12]=[C:11]([C:13]3[CH:18]=[CH:17][C:16]([F:19])=[CH:15][C:14]=3[F:20])[O:10][N:9]=2)[CH:7]=1, predict the reactants needed to synthesize it. The reactants are: [Cl:1][C:2]1[CH:3]=[CH:4][C:5]([N+:21]([O-])=O)=[C:6]([C:8]2[CH:12]=[C:11]([C:13]3[CH:18]=[CH:17][C:16]([F:19])=[CH:15][C:14]=3[F:20])[O:10][N:9]=2)[CH:7]=1.C([O-])([O-])=O.[Na+].[Na+].[O-]S(S([O-])=O)=O.[Na+].[Na+].CCOC(C)=O.